This data is from NCI-60 drug combinations with 297,098 pairs across 59 cell lines. The task is: Regression. Given two drug SMILES strings and cell line genomic features, predict the synergy score measuring deviation from expected non-interaction effect. Drug 2: C1=CC=C(C=C1)NC(=O)CCCCCCC(=O)NO. Synergy scores: CSS=35.3, Synergy_ZIP=1.23, Synergy_Bliss=0.292, Synergy_Loewe=0.566, Synergy_HSA=3.67. Drug 1: CC1OCC2C(O1)C(C(C(O2)OC3C4COC(=O)C4C(C5=CC6=C(C=C35)OCO6)C7=CC(=C(C(=C7)OC)O)OC)O)O. Cell line: HS 578T.